Dataset: Reaction yield outcomes from USPTO patents with 853,638 reactions. Task: Predict the reaction yield, written as a fraction of the theoretical maximum amount of product (1.0 means a 100% yield; for example, 0.34 means a 34% yield). (1) The reactants are [O:1]1[CH2:5][CH:4]([OH:6])[CH:3]([OH:7])[CH2:2]1.C(N(CC)CC)C.[CH3:15][S:16](Cl)(=[O:18])=[O:17]. The catalyst is ClCCl. The product is [CH3:15][S:16]([O:7][CH:3]1[CH:4]([O:6][S:16]([CH3:15])(=[O:18])=[O:17])[CH2:5][O:1][CH2:2]1)(=[O:18])=[O:17]. The yield is 0.720. (2) The reactants are [CH3:1][N:2]([CH2:4][C:5]1[CH:6]=[C:7]2[C:11](=[CH:12][CH:13]=1)[NH:10][C:9]([C:14]([F:17])([F:16])[F:15])=[C:8]2[CH2:18][C:19]([NH2:21])=[O:20])[CH3:3].C[O:23][C:24](=O)[C:25]([C:27]1[C:35]2[C:30](=[CH:31][CH:32]=[CH:33][CH:34]=2)[NH:29][CH:28]=1)=O.CC([O-])(C)C.[K+].C1CCN2C(=NCCC2)CC1. The catalyst is C1COCC1.CCOC(C)=O.CN(C=O)C. The product is [CH3:1][N:2]([CH2:4][C:5]1[CH:6]=[C:7]2[C:11](=[CH:12][CH:13]=1)[NH:10][C:9]([C:14]([F:16])([F:15])[F:17])=[C:8]2[C:18]1[C:19](=[O:20])[NH:21][C:24](=[O:23])[C:25]=1[C:27]1[C:35]2[C:30](=[CH:31][CH:32]=[CH:33][CH:34]=2)[NH:29][CH:28]=1)[CH3:3]. The yield is 0.120. (3) The reactants are [F:1][C:2]([F:7])([F:6])[C:3]([OH:5])=[O:4].[NH:8]1[CH2:11][CH2:10][C@H:9]1[CH2:12][O:13][C:14]1[CH:15]=[C:16]([C:20]2[CH:25]=[CH:24][CH:23]=[CH:22][C:21]=2CCCO)[CH:17]=[N:18][CH:19]=1.[C:30](O)(C(F)(F)F)=O.C=O.CC1C(Br)=[C:44]([OH:47])[C:43](Br)=[CH:42]C=1C1(C2C=C(Br)C(O)=C(Br)C=2C)OS(=O)(=O)C2C=CC=CC1=2.CC([O-])=O.[Na+].C([BH3-])#N.[Na+]. The catalyst is C(O)C.O. The yield is 0.620. The product is [F:1][C:2]([F:7])([F:6])[C:3]([OH:5])=[O:4].[CH3:30][N:8]1[CH2:11][CH2:10][C@H:9]1[CH2:12][O:13][C:14]1[CH:15]=[C:16]([C:20]2[CH:21]=[C:22]([CH2:42][CH2:43][CH2:44][OH:47])[CH:23]=[CH:24][CH:25]=2)[CH:17]=[N:18][CH:19]=1. (4) The reactants are [CH3:1][CH:2]([C:4]1[N:8]=[C:7](C(Cl)(Cl)Cl)[O:6][N:5]=1)[CH3:3].[NH:13]1[CH2:18][CH2:17][CH:16]([CH2:19][OH:20])[CH2:15][CH2:14]1. The catalyst is CO. The product is [CH3:1][CH:2]([C:4]1[N:8]=[C:7]([N:13]2[CH2:18][CH2:17][CH:16]([CH2:19][OH:20])[CH2:15][CH2:14]2)[O:6][N:5]=1)[CH3:3]. The yield is 0.340. (5) The reactants are [CH:1]1([NH2:7])[CH2:6][CH2:5][CH2:4][CH2:3][CH2:2]1.C([O:10][C:11]([C:13]1[C:14](=[O:32])[N:15]([CH2:25][C:26]2[CH:31]=[CH:30][CH:29]=[CH:28][CH:27]=2)[C:16]2[C:21]([C:22]=1[OH:23])=[CH:20][C:19]([Cl:24])=[CH:18][CH:17]=2)=O)C. The catalyst is C1(C)C=CC=CC=1.O. The product is [CH:1]1([NH:7][C:11]([C:13]2[C:14](=[O:32])[N:15]([CH2:25][C:26]3[CH:31]=[CH:30][CH:29]=[CH:28][CH:27]=3)[C:16]3[C:21]([C:22]=2[OH:23])=[CH:20][C:19]([Cl:24])=[CH:18][CH:17]=3)=[O:10])[CH2:6][CH2:5][CH2:4][CH2:3][CH2:2]1. The yield is 0.960. (6) The reactants are I[C:2]1[CH:3]=[CH:4][C:5]([C:8]([F:11])([F:10])[F:9])=[N:6][CH:7]=1.N1(C2CCCCCCCCCC2)CCCN=CCCCCC1.[CH2:34]([O:41][C:42]1[N:43]=[N:44][C:45]([C:56]#[CH:57])=[CH:46][C:47]=1[O:48][CH2:49][C:50]1[CH:55]=[CH:54][CH:53]=[CH:52][CH:51]=1)[C:35]1[CH:40]=[CH:39][CH:38]=[CH:37][CH:36]=1. The catalyst is [Cu]I.Cl[Pd](Cl)([P](C1C=CC=CC=1)(C1C=CC=CC=1)C1C=CC=CC=1)[P](C1C=CC=CC=1)(C1C=CC=CC=1)C1C=CC=CC=1.O1CCCC1. The product is [CH2:34]([O:41][C:42]1[N:43]=[N:44][C:45]([C:56]#[C:57][C:2]2[CH:7]=[N:6][C:5]([C:8]([F:11])([F:10])[F:9])=[CH:4][CH:3]=2)=[CH:46][C:47]=1[O:48][CH2:49][C:50]1[CH:55]=[CH:54][CH:53]=[CH:52][CH:51]=1)[C:35]1[CH:36]=[CH:37][CH:38]=[CH:39][CH:40]=1. The yield is 0.100. (7) The reactants are [CH2:1]([O:3][C:4](=[O:12])[C:5]1[CH:10]=[C:9]([OH:11])[CH:8]=[N:7][CH:6]=1)[CH3:2].CC(C)([O-])C.[K+].[CH:19]1([NH:25][C:26](=[O:47])[NH:27][C@@H:28]2[C@H:32]3[O:33][CH2:34][C@@H:35](OS(C4C=CC(C)=CC=4)(=O)=O)[C@H:31]3[O:30][CH2:29]2)[CH2:24][CH2:23][CH2:22][CH2:21][CH2:20]1. The catalyst is CN(C)C=O. The product is [CH2:1]([O:3][C:4](=[O:12])[C:5]1[CH:10]=[C:9]([O:11][C@H:35]2[CH2:34][O:33][C@@H:32]3[C@@H:28]([NH:27][C:26]([NH:25][CH:19]4[CH2:20][CH2:21][CH2:22][CH2:23][CH2:24]4)=[O:47])[CH2:29][O:30][C@H:31]23)[CH:8]=[N:7][CH:6]=1)[CH3:2]. The yield is 0.780. (8) The reactants are [CH3:1][C:2]1[N:3]=[C:4]2[C:9]([NH:10][CH2:11][C:12]3[C:17]([CH3:18])=[CH:16][CH:15]=[CH:14][C:13]=3[CH2:19][CH3:20])=[CH:8][C:7]([C:21](OCC)=[O:22])=[CH:6][N:5]2[C:26]=1[CH3:27].[CH2:28]([NH2:31])[CH2:29][CH3:30].[C-]#N.[Na+]. The catalyst is CO. The product is [CH3:1][C:2]1[N:3]=[C:4]2[C:9]([NH:10][CH2:11][C:12]3[C:17]([CH3:18])=[CH:16][CH:15]=[CH:14][C:13]=3[CH2:19][CH3:20])=[CH:8][C:7]([C:21]([NH:31][CH2:28][CH2:29][CH3:30])=[O:22])=[CH:6][N:5]2[C:26]=1[CH3:27]. The yield is 0.420. (9) The reactants are [N+:1]([C:4]1[C:5]([CH2:10][C:11]([O:13][CH2:14][CH3:15])=[O:12])=[N:6][CH:7]=[CH:8][CH:9]=1)([O-])=O. The catalyst is C(O)C.[Pd]. The product is [NH2:1][C:4]1[C:5]([CH2:10][C:11]([O:13][CH2:14][CH3:15])=[O:12])=[N:6][CH:7]=[CH:8][CH:9]=1. The yield is 0.940. (10) The reactants are [OH:1][CH:2]1[CH2:7][CH2:6][NH:5][CH2:4][CH2:3]1.C(N(CC)C(C)C)(C)C.Cl[C:18]([O:20][CH:21]([CH3:23])[CH3:22])=[O:19]. The catalyst is ClCCl. The product is [CH:21]([O:20][C:18]([N:5]1[CH2:6][CH2:7][CH:2]([OH:1])[CH2:3][CH2:4]1)=[O:19])([CH3:23])[CH3:22]. The yield is 0.830.